This data is from Full USPTO retrosynthesis dataset with 1.9M reactions from patents (1976-2016). The task is: Predict the reactants needed to synthesize the given product. (1) Given the product [Cl:1][C:2]1[N:7]=[CH:6][C:5]([CH2:8][C:9]2[CH:10]=[C:11]3[C:16](=[C:17]4[CH:22]=[CH:21][CH:20]=[CH:19][C:18]=24)[N:15]=[CH:14][N:13]([C@H:23]2[CH2:24][CH2:25][CH2:32][CH2:27][C@@H:28]2[OH:29])[C:12]3=[O:30])=[CH:4][CH:3]=1, predict the reactants needed to synthesize it. The reactants are: [Cl:1][C:2]1[N:7]=[CH:6][C:5]([CH2:8][C:9]2[CH:10]=[C:11]3[C:16](=[C:17]4[CH:22]=[CH:21][CH:20]=[CH:19][C:18]=24)[N:15]=[CH:14][N:13]([C@@H:23]2[C@@H:28]([OH:29])[CH2:27]O[CH2:25][CH2:24]2)[C:12]3=[O:30])=[CH:4][CH:3]=1.N[C@H:32]1CCOC[C@@H]1O. (2) Given the product [N+:6]([C:9]1[CH:14]=[CH:13][C:12]2[NH:15][C:2]([CH2:1][OH:5])=[N:16][C:11]=2[CH:10]=1)([O-:8])=[O:7], predict the reactants needed to synthesize it. The reactants are: [C:1]([OH:5])(=O)[CH2:2]O.[N+:6]([C:9]1[CH:14]=[CH:13][C:12]([NH2:15])=[C:11]([NH2:16])[CH:10]=1)([O-:8])=[O:7].[OH-].[Na+]. (3) Given the product [F:1][C:2]([F:7])([F:6])[C:3]([OH:5])=[O:4].[NH2:8][C@H:9]1[CH2:15][CH2:14][CH2:13][CH2:12][N:11]([C:16]2[CH:17]=[N:28][CH:19]=[CH:20][CH:21]=2)[C:10]1=[O:24], predict the reactants needed to synthesize it. The reactants are: [F:1][C:2]([F:7])([F:6])[C:3]([OH:5])=[O:4].[NH2:8][C@H:9]1[CH2:15][CH2:14][CH2:13][CH2:12][N:11]([C:16]2[CH:21]=[CH:20][CH:19]=C[C:17]=2OC)[C:10]1=[O:24].C([NH:28]C1C=NC=CC=1)C=C. (4) Given the product [Cl:33][C:13]1[C:12]([O:11][C:6]2[N:5]=[C:4]3[S:3][C:2]([NH:1][C:48](=[O:49])/[CH:47]=[CH:46]/[C:40]4[CH:45]=[CH:44][CH:43]=[CH:42][CH:41]=4)=[N:10][C:9]3=[CH:8][CH:7]=2)=[CH:17][C:16]([NH:18][C:19](=[O:31])[C:20]2[CH:25]=[CH:24][CH:23]=[C:22]([C:26]([C:29]#[N:30])([CH3:28])[CH3:27])[CH:21]=2)=[C:15]([F:32])[CH:14]=1, predict the reactants needed to synthesize it. The reactants are: [NH2:1][C:2]1[S:3][C:4]2[C:9]([N:10]=1)=[CH:8][CH:7]=[C:6]([O:11][C:12]1[C:13]([Cl:33])=[CH:14][C:15]([F:32])=[C:16]([NH:18][C:19](=[O:31])[C:20]3[CH:25]=[CH:24][CH:23]=[C:22]([C:26]([C:29]#[N:30])([CH3:28])[CH3:27])[CH:21]=3)[CH:17]=1)[N:5]=2.CC(N(C)C)=O.[C:40]1(/[CH:46]=[CH:47]/[C:48](Cl)=[O:49])[CH:45]=[CH:44][CH:43]=[CH:42][CH:41]=1. (5) Given the product [S:3]1[CH:7]=[C:6]([CH2:8][CH2:9][CH2:10][OH:11])[N:5]=[CH:4]1, predict the reactants needed to synthesize it. The reactants are: [BH4-].[Na+].[S:3]1[CH:7]=[C:6]([CH2:8][CH2:9][CH:10]=[O:11])[N:5]=[CH:4]1. (6) Given the product [Br:1][C:2]1[CH:3]=[C:4]([C:8]2([CH3:21])[CH2:17][C:16]3[C:11](=[CH:12][CH:13]=[CH:14][CH:15]=3)[C:10]([NH2:24])=[N:9]2)[CH:5]=[CH:6][CH:7]=1, predict the reactants needed to synthesize it. The reactants are: [Br:1][C:2]1[CH:3]=[C:4]([C:8]2([CH3:21])[CH2:17][C:16]3[C:11](=[CH:12][CH:13]=[CH:14][CH:15]=3)[C:10](SCC)=[N:9]2)[CH:5]=[CH:6][CH:7]=1.[NH4+].O[N:24]1C2C=CC=CC=2N=N1.